Dataset: Catalyst prediction with 721,799 reactions and 888 catalyst types from USPTO. Task: Predict which catalyst facilitates the given reaction. (1) Reactant: [NH2:1][C:2]1[CH:38]=[CH:37][C:5]([O:6][C:7]2[CH:12]=[CH:11][N:10]=[C:9]3[CH:13]=[C:14]([C:16]4[CH:36]=[CH:35][C:19]([CH2:20][N:21]([CH2:25][CH2:26][O:27][CH2:28][CH2:29][O:30][CH2:31][CH2:32][O:33][CH3:34])[C:22](=[O:24])[CH3:23])=[CH:18][CH:17]=4)[S:15][C:8]=23)=[C:4]([F:39])[CH:3]=1.CCN(C(C)C)C(C)C.Cl[C:50](Cl)([O:52]C(=O)OC(Cl)(Cl)Cl)Cl.[NH2:61][C:62]1[CH:66]=[C:65]([CH3:67])[O:64][N:63]=1. Product: [F:39][C:4]1[CH:3]=[C:2]([NH:1][C:50]([NH:61][C:62]2[CH:66]=[C:65]([CH3:67])[O:64][N:63]=2)=[O:52])[CH:38]=[CH:37][C:5]=1[O:6][C:7]1[CH:12]=[CH:11][N:10]=[C:9]2[CH:13]=[C:14]([C:16]3[CH:17]=[CH:18][C:19]([CH2:20][N:21]([CH2:25][CH2:26][O:27][CH2:28][CH2:29][O:30][CH2:31][CH2:32][O:33][CH3:34])[C:22](=[O:24])[CH3:23])=[CH:35][CH:36]=3)[S:15][C:8]=12. The catalyst class is: 7. (2) Reactant: [CH2:1]([N:8]1[C:12]2[C:13](=[O:30])[N:14]([CH3:29])[C:15]([C:25]([O:27][CH3:28])=[O:26])=[C:16](OS(C(F)(F)F)(=O)=O)[C:11]=2[CH:10]=[CH:9]1)[C:2]1[CH:7]=[CH:6][CH:5]=[CH:4][CH:3]=1.[Cl:31][C:32]1[CH:37]=[CH:36][C:35](B(O)O)=[CH:34][CH:33]=1.C([O-])([O-])=O.[Na+].[Na+]. Product: [CH2:1]([N:8]1[C:12]2[C:13](=[O:30])[N:14]([CH3:29])[C:15]([C:25]([O:27][CH3:28])=[O:26])=[C:16]([C:35]3[CH:36]=[CH:37][C:32]([Cl:31])=[CH:33][CH:34]=3)[C:11]=2[CH:10]=[CH:9]1)[C:2]1[CH:7]=[CH:6][CH:5]=[CH:4][CH:3]=1. The catalyst class is: 70. (3) Reactant: N[C:2]1[C:7]([CH3:8])=[C:6]([CH3:9])[C:5]([CH3:10])=[CH:4][N:3]=1.[BrH:11].BrBr.N([O-])=O.[Na+].[OH-].[Na+]. Product: [Br:11][C:2]1[C:7]([CH3:8])=[C:6]([CH3:9])[C:5]([CH3:10])=[CH:4][N:3]=1. The catalyst class is: 69. (4) Product: [C:1]([NH:4]/[C:5](=[C:11](/[NH:13][CH:15]1[CH2:18][CH2:17][CH2:16][CH2:20]1)\[CH3:12])/[C:6]([O:8][CH2:9][CH3:10])=[O:7])(=[O:3])[CH3:2]. Reactant: [C:1]([NH:4]/[C:5](=[C:11](/[N:13]([CH3:15])C)\[CH3:12])/[C:6]([O:8][CH2:9][CH3:10])=[O:7])(=[O:3])[CH3:2].[CH:16]1(N)[CH2:20]C[CH2:18][CH2:17]1. The catalyst class is: 313. (5) Reactant: [OH:1][CH:2]([C:14]1[CH:19]=[CH:18][CH:17]=[C:16](/[CH:20]=[CH:21]/[C:22]2[C:27]([CH3:29])([CH3:28])[CH2:26][CH2:25][CH2:24][C:23]=2[CH3:30])[CH:15]=1)[CH:3]([CH3:13])[CH2:4][NH:5][C:6](=[O:12])[O:7][C:8]([CH3:11])([CH3:10])[CH3:9]. Product: [CH3:13][CH:3]([C:2](=[O:1])[C:14]1[CH:19]=[CH:18][CH:17]=[C:16](/[CH:20]=[CH:21]/[C:22]2[C:27]([CH3:29])([CH3:28])[CH2:26][CH2:25][CH2:24][C:23]=2[CH3:30])[CH:15]=1)[CH2:4][NH:5][C:6](=[O:12])[O:7][C:8]([CH3:11])([CH3:10])[CH3:9]. The catalyst class is: 177. (6) Reactant: [CH:1]1([NH:4][C:5](=[O:32])[C:6]2[CH:11]=[C:10]([N:12]3[CH:17]=[CH:16][N:15]=[C:14]([NH:18][C:19]([C:22]4[CH:27]=[CH:26][CH:25]=[CH:24][C:23]=4[OH:28])([CH3:21])[CH3:20])[C:13]3=[O:29])[C:9]([CH3:30])=[C:8]([F:31])[CH:7]=2)[CH2:3][CH2:2]1.C(=O)([O-])[O-].[K+].[K+].Br[CH2:40][CH2:41][Cl:42]. Product: [Cl:42][CH2:41][CH2:40][O:28][C:23]1[CH:24]=[CH:25][CH:26]=[CH:27][C:22]=1[C:19]([NH:18][C:14]1[C:13](=[O:29])[N:12]([C:10]2[CH:11]=[C:6]([CH:7]=[C:8]([F:31])[C:9]=2[CH3:30])[C:5]([NH:4][CH:1]2[CH2:2][CH2:3]2)=[O:32])[CH:17]=[CH:16][N:15]=1)([CH3:20])[CH3:21]. The catalyst class is: 10. (7) Product: [N+:31]([C:20]1[CH:21]=[CH:22][C:23]([N:25]2[CH2:30][CH2:29][CH2:28][CH2:27][CH2:26]2)=[CH:24][C:19]=1[C:17]1[N:16]=[CH:15][N:14]=[C:13]([NH:6][C:5]2[CH:7]=[CH:8][CH:9]=[C:3]([C:2]([F:10])([F:11])[F:1])[CH:4]=2)[CH:18]=1)([O-:33])=[O:32]. Reactant: [F:1][C:2]([F:11])([F:10])[C:3]1[CH:4]=[C:5]([CH:7]=[CH:8][CH:9]=1)[NH2:6].Cl[C:13]1[CH:18]=[C:17]([C:19]2[CH:24]=[C:23]([N:25]3[CH2:30][CH2:29][CH2:28][CH2:27][CH2:26]3)[CH:22]=[CH:21][C:20]=2[N+:31]([O-:33])=[O:32])[N:16]=[CH:15][N:14]=1. The catalyst class is: 517. (8) Reactant: C[O:2][C:3](=O)[CH2:4][O:5][C:6]1[CH:7]=[C:8]([CH:13]=[CH:14][CH:15]=1)[C:9]([O:11][CH3:12])=[O:10].O.[NH2:18][NH2:19].O. Product: [NH:18]([C:3](=[O:2])[CH2:4][O:5][C:6]1[CH:7]=[C:8]([CH:13]=[CH:14][CH:15]=1)[C:9]([O:11][CH3:12])=[O:10])[NH2:19]. The catalyst class is: 5. (9) Reactant: [CH3:1][N:2]1[CH:6]=[CH:5][C:4]([CH:7]=[O:8])=[N:3]1.[CH3:9][Mg+].[Br-]. Product: [CH3:1][N:2]1[CH:6]=[CH:5][C:4]([CH:7]([OH:8])[CH3:9])=[N:3]1. The catalyst class is: 1.